From a dataset of Full USPTO retrosynthesis dataset with 1.9M reactions from patents (1976-2016). Predict the reactants needed to synthesize the given product. (1) The reactants are: [F:1][C:2]1[CH:3]=[C:4]2[C:9](=[CH:10][CH:11]=1)[O:8][CH2:7][C:6]([C:12]#[N:13])=[CH:5]2. Given the product [F:1][C:2]1[CH:3]=[C:4]2[C:9](=[CH:10][CH:11]=1)[O:8][CH2:7][CH:6]([CH2:12][NH2:13])[CH2:5]2, predict the reactants needed to synthesize it. (2) Given the product [O:24]=[C:23]1[NH:22][N:21]=[C:20]([CH2:25][CH2:26][CH3:27])/[C:19]/1=[C:11]1/[NH:12][C:13]2[C:18]([C:9]([S:8][C:5]3[CH:4]=[CH:3][C:2]([NH:1][S:30]([CH2:28][CH3:29])(=[O:32])=[O:31])=[CH:7][CH:6]=3)=[CH:10]/1)=[CH:17][CH:16]=[CH:15][CH:14]=2, predict the reactants needed to synthesize it. The reactants are: [NH2:1][C:2]1[CH:7]=[CH:6][C:5]([S:8][C:9]2[C:18]3[C:13](=[CH:14][CH:15]=[CH:16][CH:17]=3)[NH:12]/[C:11](=[C:19]3/[C:20]([CH2:25][CH2:26][CH3:27])=[N:21][NH:22][C:23]/3=[O:24])/[CH:10]=2)=[CH:4][CH:3]=1.[CH2:28]([S:30](Cl)(=[O:32])=[O:31])[CH3:29]. (3) Given the product [S:1]1[CH:5]=[C:4]([C:6]2[CH:16]=[CH:15][C:9]([O:10][CH2:11][C@H:12]([OH:13])[CH2:14][NH:21][CH:22]3[C:30]4[C:25](=[CH:26][CH:27]=[CH:28][CH:29]=4)[CH2:24][CH2:23]3)=[CH:8][CH:7]=2)[C:3]2[CH:17]=[CH:18][CH:19]=[CH:20][C:2]1=2, predict the reactants needed to synthesize it. The reactants are: [S:1]1[CH:5]=[C:4]([C:6]2[CH:16]=[CH:15][C:9]([O:10][CH2:11][CH:12]3[CH2:14][O:13]3)=[CH:8][CH:7]=2)[C:3]2[CH:17]=[CH:18][CH:19]=[CH:20][C:2]1=2.[NH2:21][CH:22]1[C:30]2[C:25](=[CH:26][CH:27]=[CH:28][CH:29]=2)[CH2:24][CH2:23]1. (4) Given the product [Cl:1][C:2]1[CH:3]=[C:4]([CH2:5][N:11]=[N+:12]=[N-:13])[CH:7]=[CH:8][C:9]=1[Cl:10], predict the reactants needed to synthesize it. The reactants are: [Cl:1][C:2]1[CH:3]=[C:4]([CH:7]=[CH:8][C:9]=1[Cl:10])[CH2:5]Cl.[N-:11]=[N+:12]=[N-:13].[Na+].O. (5) Given the product [ClH:24].[ClH:24].[NH2:4][CH2:3][C:2]([C:12]1[C:17]([C:18]([F:21])([F:19])[F:20])=[CH:16][CH:15]=[CH:14][N:13]=1)=[O:1], predict the reactants needed to synthesize it. The reactants are: [O:1]=[C:2]([C:12]1[C:17]([C:18]([F:21])([F:20])[F:19])=[CH:16][CH:15]=[CH:14][N:13]=1)[CH2:3][NH:4]C(=O)OC(C)(C)C.CO.[ClH:24]. (6) Given the product [Cl:1][C:2]1[CH:28]=[CH:27][C:5]([O:6][C:7]2[CH:12]=[CH:11][C:10]([C:13]3[C:17]4[CH:18]=[C:19]([OH:22])[CH:20]=[CH:21][C:16]=4[O:15][CH:14]=3)=[C:9]([CH2:24][CH2:25][CH3:26])[CH:8]=2)=[CH:4][CH:3]=1, predict the reactants needed to synthesize it. The reactants are: [Cl:1][C:2]1[CH:28]=[CH:27][C:5]([O:6][C:7]2[CH:12]=[CH:11][C:10]([C:13]3[C:17]4[CH:18]=[C:19]([O:22]C)[CH:20]=[CH:21][C:16]=4[O:15][CH:14]=3)=[C:9]([CH2:24][CH2:25][CH3:26])[CH:8]=2)=[CH:4][CH:3]=1.B(Br)(Br)Br.C(=O)(O)[O-].[Na+].